Task: Predict the reaction yield, written as a fraction of the theoretical maximum amount of product (1.0 means a 100% yield; for example, 0.34 means a 34% yield).. Dataset: Reaction yield outcomes from USPTO patents with 853,638 reactions (1) The reactants are [F:1][C:2]1[CH:3]=[C:4]([CH:8]=[CH:9][C:10]=1[CH:11]([O:13][C:14]1[CH:19]=[CH:18][CH:17]=[CH:16][CH:15]=1)[CH3:12])[C:5]([OH:7])=O.ON1C2C=CC=CC=2N=N1.Cl.CN(C)CCCN=C=NCC.C(N(CC)CC)C.[NH2:49][CH2:50][C:51]1[C:52]([OH:59])=[N:53][C:54]([CH3:58])=[CH:55][C:56]=1[CH3:57]. The catalyst is ClCCl.O. The product is [F:1][C:2]1[CH:3]=[C:4]([CH:8]=[CH:9][C:10]=1[CH:11]([O:13][C:14]1[CH:19]=[CH:18][CH:17]=[CH:16][CH:15]=1)[CH3:12])[C:5]([NH:49][CH2:50][C:51]1[C:52]([OH:59])=[N:53][C:54]([CH3:58])=[CH:55][C:56]=1[CH3:57])=[O:7]. The yield is 0.460. (2) The reactants are [NH2:1][C:2]1[CH:3]=[C:4]([CH:9]=[CH:10][C:11]=1[F:12])[C:5]([O:7][CH3:8])=[O:6].N1C=CC=CC=1.[F:19][C:20]1[CH:25]=[CH:24][C:23]([F:26])=[CH:22][C:21]=1[S:27](Cl)(=[O:29])=[O:28]. The catalyst is C(Cl)Cl.CN(C1C=CN=CC=1)C. The product is [F:19][C:20]1[CH:25]=[CH:24][C:23]([F:26])=[CH:22][C:21]=1[S:27]([NH:1][C:2]1[CH:3]=[C:4]([CH:9]=[CH:10][C:11]=1[F:12])[C:5]([O:7][CH3:8])=[O:6])(=[O:29])=[O:28]. The yield is 0.945. (3) The reactants are I[C:2]1[CH:7]=[CH:6][C:5]([N:8]2[C@@H:12]([C:13]3[CH:18]=[CH:17][CH:16]=[CH:15][CH:14]=3)[C:11]([CH3:20])([CH3:19])[O:10][C:9]2=[O:21])=[CH:4][CH:3]=1.[Br:22][C:23]1[CH:24]=[C:25](B(O)O)[C:26]([F:29])=[N:27][CH:28]=1.C(=O)([O-])[O-].[Na+].[Na+].O1CCOCC1. The catalyst is C1C=CC([P]([Pd]([P](C2C=CC=CC=2)(C2C=CC=CC=2)C2C=CC=CC=2)([P](C2C=CC=CC=2)(C2C=CC=CC=2)C2C=CC=CC=2)[P](C2C=CC=CC=2)(C2C=CC=CC=2)C2C=CC=CC=2)(C2C=CC=CC=2)C2C=CC=CC=2)=CC=1.O. The product is [Br:22][C:23]1[CH:24]=[C:25]([C:2]2[CH:7]=[CH:6][C:5]([N:8]3[C@@H:12]([C:13]4[CH:18]=[CH:17][CH:16]=[CH:15][CH:14]=4)[C:11]([CH3:20])([CH3:19])[O:10][C:9]3=[O:21])=[CH:4][CH:3]=2)[C:26]([F:29])=[N:27][CH:28]=1. The yield is 0.460. (4) The reactants are Br[C:2]1[CH:21]=[CH:20][C:19]2[C:16]3=[C:17]4[C:18]5[C:9]([C:10](=[O:35])[N:11]([C:23]6[C:28]([CH:29]([CH3:31])[CH3:30])=[CH:27][CH:26]=[CH:25][C:24]=6[CH:32]([CH3:34])[CH3:33])[C:12](=[O:22])[C:13]=5[CH:14]=[CH:15]3)=[CH:8][CH:7]=[C:6]4[C:5]3=[CH:36][CH:37]=[CH:38][C:3]=1[C:4]=23.[NH2:39][C:40]1[CH:45]=[CH:44][CH:43]=[CH:42][C:41]=1[SH:46].C(=O)([O-])[O-].[K+].[K+].Cl. The catalyst is CN1CCCC1=O. The product is [NH2:39][C:40]1[CH:45]=[CH:44][CH:43]=[CH:42][C:41]=1[S:46][C:2]1[CH:21]=[CH:20][C:19]2[C:16]3=[C:17]4[C:18]5[C:9]([C:10](=[O:35])[N:11]([C:23]6[C:28]([CH:29]([CH3:31])[CH3:30])=[CH:27][CH:26]=[CH:25][C:24]=6[CH:32]([CH3:34])[CH3:33])[C:12](=[O:22])[C:13]=5[CH:14]=[CH:15]3)=[CH:8][CH:7]=[C:6]4[C:5]3=[CH:36][CH:37]=[CH:38][C:3]=1[C:4]=23. The yield is 0.863. (5) The product is [CH3:1][NH:2][S:3]([CH2:6][CH2:7][C:8]1[CH:9]=[CH:10][C:11]([NH2:14])=[CH:12][CH:13]=1)(=[O:4])=[O:5]. The catalyst is CO.[Pd]. The yield is 0.900. The reactants are [CH3:1][NH:2][S:3]([CH2:6][CH2:7][C:8]1[CH:13]=[CH:12][C:11]([N+:14]([O-])=O)=[CH:10][CH:9]=1)(=[O:5])=[O:4]. (6) The reactants are [NH:1]1[CH:5]=[CH:4][CH:3]=[N:2]1.Cl[C:7]1[CH:16]=[C:15]([Cl:17])[C:14]2[C:9](=[CH:10][C:11]([O:18][CH3:19])=[CH:12][CH:13]=2)[N:8]=1. No catalyst specified. The product is [Cl:17][C:15]1[C:14]2[C:9](=[CH:10][C:11]([O:18][CH3:19])=[CH:12][CH:13]=2)[N:8]=[C:7]([N:1]2[CH:5]=[CH:4][CH:3]=[N:2]2)[CH:16]=1. The yield is 0.560. (7) The reactants are [Cl:1][C:2]1[CH:3]=[CH:4][C:5]([O:39][CH:40]([F:42])[F:41])=[C:6]([C:8]2[C:12]([NH:13][C:14]([C:16]3[CH:17]=[N:18][N:19]4[CH:24]=[CH:23][CH:22]=[N:21][C:20]=34)=[O:15])=[CH:11][N:10]([CH2:25][C:26]([N:28]3[CH2:33][CH2:32][CH:31]([NH:34][CH2:35][CH2:36][C:37]#[N:38])[CH2:30][CH2:29]3)=[O:27])[N:9]=2)[CH:7]=1.C=O.[C:45](O[BH-](OC(=O)C)OC(=O)C)(=O)C.[Na+]. The catalyst is C(Cl)Cl. The product is [Cl:1][C:2]1[CH:3]=[CH:4][C:5]([O:39][CH:40]([F:41])[F:42])=[C:6]([C:8]2[C:12]([NH:13][C:14]([C:16]3[CH:17]=[N:18][N:19]4[CH:24]=[CH:23][CH:22]=[N:21][C:20]=34)=[O:15])=[CH:11][N:10]([CH2:25][C:26]([N:28]3[CH2:29][CH2:30][CH:31]([N:34]([CH2:35][CH2:36][C:37]#[N:38])[CH3:45])[CH2:32][CH2:33]3)=[O:27])[N:9]=2)[CH:7]=1. The yield is 0.960. (8) The reactants are [F:1][C:2]1[CH:10]=[CH:9][C:5]([CH:6]=[N:7][OH:8])=[CH:4][CH:3]=1.ClNC(=O)CCC(N)=O.[CH3:20][CH:21]([OH:24])[C:22]#[CH:23]. The catalyst is C(Cl)Cl. The product is [F:1][C:2]1[CH:10]=[CH:9][C:5]([C:6]2[CH:23]=[C:22]([CH:21]([OH:24])[CH3:20])[O:8][N:7]=2)=[CH:4][CH:3]=1. The yield is 0.500. (9) The reactants are [Br:1][C:2]1[C:3]([CH2:22][C:23](=O)[CH2:24][C:25]([O:27]CC)=O)=[CH:4][C:5]([NH:8][C:9]2[S:10][CH:11]=[C:12]([CH2:14][CH2:15][C:16]3[CH:21]=[CH:20][CH:19]=[CH:18][CH:17]=3)[N:13]=2)=[N:6][CH:7]=1.C(O)C.O.[NH2:35][NH2:36]. The catalyst is C1COCC1. The product is [Br:1][C:2]1[C:3]([CH2:22][C:23]2[CH2:24][C:25](=[O:27])[NH:36][N:35]=2)=[CH:4][C:5]([NH:8][C:9]2[S:10][CH:11]=[C:12]([CH2:14][CH2:15][C:16]3[CH:21]=[CH:20][CH:19]=[CH:18][CH:17]=3)[N:13]=2)=[N:6][CH:7]=1. The yield is 0.556.